Dataset: Reaction yield outcomes from USPTO patents with 853,638 reactions. Task: Predict the reaction yield, written as a fraction of the theoretical maximum amount of product (1.0 means a 100% yield; for example, 0.34 means a 34% yield). (1) The reactants are [CH:1]([O:4][C:5]1[C:13]([O:14][CH3:15])=[CH:12][CH:11]=[CH:10][C:6]=1[CH2:7]CN)([CH3:3])[CH3:2].[CH3:16][NH:17]CC1C=CC2C(=CC=CC=2)C=1CCC.[ClH:32].[N:33]1([CH2:39][CH2:40][CH2:41][N:42]2[CH2:48][C:47]3[CH:49]=[C:50](/[CH:53]=[CH:54]/[C:55]([OH:57])=O)[CH:51]=[N:52][C:46]=3[NH:45][C:44](=[O:58])[CH2:43]2)[CH2:38][CH2:37][O:36][CH2:35][CH2:34]1.Cl.CN1CC2C=C(/C=C/C(O)=O)C=NC=2NC(=O)C1. No catalyst specified. The product is [ClH:32].[CH:1]([O:4][C:5]1[C:13]([O:14][CH3:15])=[CH:12][CH:11]=[CH:10][C:6]=1[CH2:7][N:17]([CH3:16])[C:55](=[O:57])/[CH:54]=[CH:53]/[C:50]1[CH:51]=[N:52][C:46]2[NH:45][C:44](=[O:58])[CH2:43][N:42]([CH2:41][CH2:40][CH2:39][N:33]3[CH2:38][CH2:37][O:36][CH2:35][CH2:34]3)[CH2:48][C:47]=2[CH:49]=1)([CH3:2])[CH3:3]. The yield is 0.440. (2) The reactants are [CH2:1]([O:3][C:4]1[C:5]([F:14])=[C:6]([CH:9]=[C:10]([CH2:12][CH3:13])[CH:11]=1)[CH:7]=[O:8])[CH3:2].[C-:15]#[N:16].[K+].OS([O-])=O.[Na+]. The catalyst is C(OCC)(=O)C.O. The product is [CH2:1]([O:3][C:4]1[C:5]([F:14])=[C:6]([CH:7]([OH:8])[C:15]#[N:16])[CH:9]=[C:10]([CH2:12][CH3:13])[CH:11]=1)[CH3:2]. The yield is 0.920. (3) The reactants are C([O:8][C:9]1[CH:10]=[CH:11][C:12]2[O:16][C:15]([CH:17]([NH:24][C:25]3[CH:30]=[CH:29][C:28]([C:31]([NH:33][CH2:34][CH2:35][C:36]([O:38][CH2:39][CH3:40])=[O:37])=[O:32])=[CH:27][CH:26]=3)[CH:18]3[CH2:23][CH2:22][CH2:21][CH2:20][CH2:19]3)=[C:14]([CH3:41])[C:13]=2[CH:42]=1)C1C=CC=CC=1. The catalyst is C(O)C.[Pt]=O. The product is [CH:18]1([CH:17]([NH:24][C:25]2[CH:26]=[CH:27][C:28]([C:31]([NH:33][CH2:34][CH2:35][C:36]([O:38][CH2:39][CH3:40])=[O:37])=[O:32])=[CH:29][CH:30]=2)[C:15]2[O:16][C:12]3[CH:11]=[CH:10][C:9]([OH:8])=[CH:42][C:13]=3[C:14]=2[CH3:41])[CH2:23][CH2:22][CH2:21][CH2:20][CH2:19]1. The yield is 0.680. (4) The reactants are N1C=CC=CC=1.[CH3:7][O:8][C:9](=[O:28])[CH:10]([C:21]1[CH:26]=[CH:25][C:24]([F:27])=[CH:23][CH:22]=1)[CH:11]([C:13]1[CH:18]=[CH:17][N:16]=[C:15]([S:19][CH3:20])[N:14]=1)[OH:12]. The catalyst is C(Cl)Cl.CCOCC.[Cr]. The product is [CH3:7][O:8][C:9](=[O:28])[CH:10]([C:21]1[CH:22]=[CH:23][C:24]([F:27])=[CH:25][CH:26]=1)[C:11]([C:13]1[CH:18]=[CH:17][N:16]=[C:15]([S:19][CH3:20])[N:14]=1)=[O:12]. The yield is 0.430.